This data is from NCI-60 drug combinations with 297,098 pairs across 59 cell lines. The task is: Regression. Given two drug SMILES strings and cell line genomic features, predict the synergy score measuring deviation from expected non-interaction effect. (1) Drug 1: CCC1(CC2CC(C3=C(CCN(C2)C1)C4=CC=CC=C4N3)(C5=C(C=C6C(=C5)C78CCN9C7C(C=CC9)(C(C(C8N6C=O)(C(=O)OC)O)OC(=O)C)CC)OC)C(=O)OC)O.OS(=O)(=O)O. Drug 2: CCC1(C2=C(COC1=O)C(=O)N3CC4=CC5=C(C=CC(=C5CN(C)C)O)N=C4C3=C2)O.Cl. Cell line: NCI-H522. Synergy scores: CSS=31.5, Synergy_ZIP=-1.12, Synergy_Bliss=-1.36, Synergy_Loewe=-3.95, Synergy_HSA=-1.72. (2) Synergy scores: CSS=40.8, Synergy_ZIP=-11.4, Synergy_Bliss=-4.25, Synergy_Loewe=-8.37, Synergy_HSA=-1.29. Drug 1: CN(CC1=CN=C2C(=N1)C(=NC(=N2)N)N)C3=CC=C(C=C3)C(=O)NC(CCC(=O)O)C(=O)O. Cell line: HOP-62. Drug 2: CCN(CC)CCCC(C)NC1=C2C=C(C=CC2=NC3=C1C=CC(=C3)Cl)OC. (3) Drug 1: CC1=C(C=C(C=C1)C(=O)NC2=CC(=CC(=C2)C(F)(F)F)N3C=C(N=C3)C)NC4=NC=CC(=N4)C5=CN=CC=C5. Drug 2: C1=NNC2=C1C(=O)NC=N2. Cell line: NCI-H226. Synergy scores: CSS=-0.736, Synergy_ZIP=0.310, Synergy_Bliss=-1.04, Synergy_Loewe=-2.59, Synergy_HSA=-2.77. (4) Drug 1: C1=CC(=CC=C1C#N)C(C2=CC=C(C=C2)C#N)N3C=NC=N3. Drug 2: C1CN(CCN1C(=O)CCBr)C(=O)CCBr. Cell line: CAKI-1. Synergy scores: CSS=7.86, Synergy_ZIP=-3.42, Synergy_Bliss=3.68, Synergy_Loewe=-1.90, Synergy_HSA=-1.24. (5) Cell line: NCI/ADR-RES. Drug 2: C1CNP(=O)(OC1)N(CCCl)CCCl. Drug 1: CC12CCC(CC1=CCC3C2CCC4(C3CC=C4C5=CN=CC=C5)C)O. Synergy scores: CSS=2.80, Synergy_ZIP=-1.37, Synergy_Bliss=-0.640, Synergy_Loewe=-13.4, Synergy_HSA=-4.14.